Dataset: Reaction yield outcomes from USPTO patents with 853,638 reactions. Task: Predict the reaction yield, written as a fraction of the theoretical maximum amount of product (1.0 means a 100% yield; for example, 0.34 means a 34% yield). (1) The reactants are C([O:8][CH2:9][CH2:10][O:11][C:12]1[CH:17]=[CH:16][C:15]([NH:18][C:19](=[O:47])[CH2:20][C:21]2[CH:26]=[CH:25][C:24]([C:27]3[CH:28]=[N:29][C:30]([O:36]CC4C=CC(OC)=CC=4)=[C:31]([O:33][CH2:34][CH3:35])[CH:32]=3)=[CH:23][C:22]=2[F:46])=[CH:14][C:13]=1[C:48]([F:51])([F:50])[F:49])C1C=CC=CC=1. The catalyst is CO.[Pd]. The product is [CH2:34]([O:33][C:31]1[C:30](=[O:36])[NH:29][CH:28]=[C:27]([C:24]2[CH:25]=[CH:26][C:21]([CH2:20][C:19]([NH:18][C:15]3[CH:16]=[CH:17][C:12]([O:11][CH2:10][CH2:9][OH:8])=[C:13]([C:48]([F:50])([F:51])[F:49])[CH:14]=3)=[O:47])=[C:22]([F:46])[CH:23]=2)[CH:32]=1)[CH3:35]. The yield is 0.746. (2) The reactants are [Cl:1][C:2]1[C:3]([NH:24][C:25]2[CH:30]=[CH:29][C:28]([O:31][CH3:32])=[CH:27][C:26]=2[NH:33][S:34]([CH3:37])(=[O:36])=[O:35])=[N:4][C:5]([NH:8][C:9]2[C:10]([CH3:23])=[C:11]([CH:20]=[CH:21][CH:22]=2)[O:12][CH2:13][C:14]([O:16]C(C)C)=[O:15])=[N:6][CH:7]=1.[OH-].[Li+].CO. The catalyst is O. The product is [Cl:1][C:2]1[C:3]([NH:24][C:25]2[CH:30]=[CH:29][C:28]([O:31][CH3:32])=[CH:27][C:26]=2[NH:33][S:34]([CH3:37])(=[O:36])=[O:35])=[N:4][C:5]([NH:8][C:9]2[C:10]([CH3:23])=[C:11]([CH:20]=[CH:21][CH:22]=2)[O:12][CH2:13][C:14]([OH:16])=[O:15])=[N:6][CH:7]=1. The yield is 1.00.